Dataset: Forward reaction prediction with 1.9M reactions from USPTO patents (1976-2016). Task: Predict the product of the given reaction. (1) Given the reactants [CH3:1][C:2]1[NH:3][C:4]2[C:9]([C:10]=1[CH:11]=O)=[CH:8][CH:7]=[CH:6][CH:5]=2.[C:13]([C:16]1[CH:21]=[CH:20][N:19]=[CH:18][CH:17]=1)(=[O:15])[CH3:14].N1CCCCC1, predict the reaction product. The product is: [CH3:1][C:2]1[NH:3][C:4]2[C:9]([C:10]=1/[CH:11]=[CH:14]/[C:13]([C:16]1[CH:21]=[CH:20][N:19]=[CH:18][CH:17]=1)=[O:15])=[CH:8][CH:7]=[CH:6][CH:5]=2. (2) Given the reactants [Cl:1][C:2]1[CH:3]=[C:4]([S:9]([NH:12][C:13]2[CH:14]=[C:15]([CH:28]=[CH:29][CH:30]=2)[C:16]([NH:18][C:19]2[CH:27]=[CH:26][C:22]([C:23]([OH:25])=[O:24])=[CH:21][CH:20]=2)=[O:17])(=[O:11])=[O:10])[CH:5]=[C:6]([Cl:8])[CH:7]=1.Cl[C:32]1C=C(S(Cl)(=O)=O)C=C(Cl)[CH:37]=1, predict the reaction product. The product is: [CH2:32]([O:24][C:23](=[O:25])[C:22]1[CH:26]=[CH:27][C:19]([NH:18][C:16](=[O:17])[C:15]2[CH:28]=[CH:29][CH:30]=[C:13]([NH:12][S:9]([C:4]3[CH:3]=[C:2]([Cl:1])[CH:7]=[C:6]([Cl:8])[CH:5]=3)(=[O:11])=[O:10])[CH:14]=2)=[CH:20][CH:21]=1)[CH3:37]. (3) Given the reactants [CH2:1]([O:3][P:4]([CH2:9][C:10]1[CH:15]=[CH:14][C:13]([NH:16][C:17]2[N:22]=[C:21](Cl)[C:20]([C:24]([F:27])([F:26])[F:25])=[CH:19][N:18]=2)=[C:12]([O:28][CH3:29])[CH:11]=1)(=[O:8])[O:5][CH2:6][CH3:7])[CH3:2].[NH2:30][C:31]1[CH:32]=[CH:33][C:34]([C@H:42]2[CH2:47][CH2:46][C@H:45]([O:48][CH2:49][CH3:50])[CH2:44][CH2:43]2)=[C:35]2[C:39]=1[C:38](=[O:40])[N:37]([CH3:41])[CH2:36]2, predict the reaction product. The product is: [CH2:49]([O:48][C@H:45]1[CH2:44][CH2:43][C@H:42]([C:34]2[CH:33]=[CH:32][C:31]([NH:30][C:21]3[C:20]([C:24]([F:27])([F:26])[F:25])=[CH:19][N:18]=[C:17]([NH:16][C:13]4[CH:14]=[CH:15][C:10]([CH2:9][P:4](=[O:8])([O:5][CH2:6][CH3:7])[O:3][CH2:1][CH3:2])=[CH:11][C:12]=4[O:28][CH3:29])[N:22]=3)=[C:39]3[C:35]=2[CH2:36][N:37]([CH3:41])[C:38]3=[O:40])[CH2:47][CH2:46]1)[CH3:50].